This data is from Catalyst prediction with 721,799 reactions and 888 catalyst types from USPTO. The task is: Predict which catalyst facilitates the given reaction. (1) Reactant: [NH2:1][CH2:2][CH2:3][CH2:4][CH2:5][CH2:6][CH2:7][OH:8].[F:9][C:10]([F:17])([F:16])[C:11](OCC)=[O:12].O. Product: [F:9][C:10]([F:17])([F:16])[C:11]([NH:1][CH2:2][CH2:3][CH2:4][CH2:5][CH2:6][CH2:7][OH:8])=[O:12]. The catalyst class is: 4. (2) Reactant: [F:1][C:2]1[C:3]([NH:14][NH:15][C:16](=O)[CH:17]([N:19]2[CH:28]=[CH:27][C:26]3[N:25]=[CH:24][CH:23]=[CH:22][C:21]=3[C:20]2=[O:29])[CH3:18])=[N:4][CH:5]=[C:6]([C:8]2[CH:9]=[N:10][N:11]([CH3:13])[CH:12]=2)[CH:7]=1.C1(P(C2C=CC=CC=2)C2C=CC=CC=2)C=CC=CC=1.[Si](N=[N+]=[N-])(C)(C)C.CCOC(/N=N/C(OCC)=O)=O. Product: [F:1][C:2]1[C:3]2[N:4]([C:16]([CH:17]([N:19]3[CH:28]=[CH:27][C:26]4[N:25]=[CH:24][CH:23]=[CH:22][C:21]=4[C:20]3=[O:29])[CH3:18])=[N:15][N:14]=2)[CH:5]=[C:6]([C:8]2[CH:9]=[N:10][N:11]([CH3:13])[CH:12]=2)[CH:7]=1. The catalyst class is: 1. (3) Reactant: [C:1](Cl)(Cl)=[O:2].[C:5]1([C:11]2([C:18]3[CH:27]=[C:26]([O:28][CH2:29][C:30]4[CH:39]=[CH:38][C:37]5[C:32](=[CH:33][CH:34]=[CH:35][CH:36]=5)[N:31]=4)[CH:25]=[CH:24][C:19]=3[C:20]([NH:22][NH2:23])=[O:21])[CH2:16][CH:15]3[CH2:17][CH:12]2[CH2:13][CH2:14]3)[CH:10]=[CH:9][CH:8]=[CH:7][CH:6]=1.C(=O)(O)[O-].[Na+]. Product: [C:5]1([C:11]2([C:18]3[CH:27]=[C:26]([O:28][CH2:29][C:30]4[CH:39]=[CH:38][C:37]5[C:32](=[CH:33][CH:34]=[CH:35][CH:36]=5)[N:31]=4)[CH:25]=[CH:24][C:19]=3[C:20]3[O:21][C:1](=[O:2])[NH:23][N:22]=3)[CH2:16][CH:15]3[CH2:17][CH:12]2[CH2:13][CH2:14]3)[CH:10]=[CH:9][CH:8]=[CH:7][CH:6]=1. The catalyst class is: 308. (4) Reactant: [CH2:1]([NH:8][C@@H:9]1[CH2:16][N:15]2[C:17]3[CH:18]=[C:19]([C:30]([O:32][CH3:33])=[O:31])[CH:20]=[CH:21][C:22]=3[C:23]([CH:24]3[CH2:29][CH2:28][CH2:27][CH2:26][CH2:25]3)=[C:14]2[C:13]2[CH:34]=[CH:35][C:36]([F:38])=[CH:37][C:12]=2[O:11][CH2:10]1)[C:2]1[CH:7]=[CH:6][CH:5]=[CH:4][CH:3]=1.[BH3-]C#N.[Na+].[C:43]([NH:50][CH2:51][CH:52]=O)([O:45][C:46]([CH3:49])([CH3:48])[CH3:47])=[O:44]. Product: [CH2:1]([N:8]([CH2:52][CH2:51][NH:50][C:43]([O:45][C:46]([CH3:49])([CH3:48])[CH3:47])=[O:44])[C@@H:9]1[CH2:16][N:15]2[C:17]3[CH:18]=[C:19]([C:30]([O:32][CH3:33])=[O:31])[CH:20]=[CH:21][C:22]=3[C:23]([CH:24]3[CH2:25][CH2:26][CH2:27][CH2:28][CH2:29]3)=[C:14]2[C:13]2[CH:34]=[CH:35][C:36]([F:38])=[CH:37][C:12]=2[O:11][CH2:10]1)[C:2]1[CH:3]=[CH:4][CH:5]=[CH:6][CH:7]=1. The catalyst class is: 467.